This data is from Catalyst prediction with 721,799 reactions and 888 catalyst types from USPTO. The task is: Predict which catalyst facilitates the given reaction. (1) Reactant: [O:1]=[C:2]1[N:7]([CH2:8][C:9]2[CH:14]=[CH:13][CH:12]=[CH:11][CH:10]=2)[C@H:6]([C:15]([OH:17])=O)[CH2:5][O:4][CH2:3]1.[CH2:18]([NH2:25])[C:19]1[CH:24]=[CH:23][CH:22]=[CH:21][CH:20]=1.CN1CCOCC1.ON1C2N=CC=CC=2N=N1.C(Cl)CCl. Product: [O:1]=[C:2]1[N:7]([CH2:8][C:9]2[CH:10]=[CH:11][CH:12]=[CH:13][CH:14]=2)[C@H:6]([C:15]([NH:25][CH2:18][C:19]2[CH:24]=[CH:23][CH:22]=[CH:21][CH:20]=2)=[O:17])[CH2:5][O:4][CH2:3]1. The catalyst class is: 2. (2) Reactant: [C:1]([CH2:3][C:4]1[CH:13]=[CH:12][C:7]([O:8][CH2:9][C:10]#[N:11])=[CH:6][CH:5]=1)#[N:2].I[CH3:15].O. Product: [C:10]([CH2:9][O:8][C:7]1[CH:12]=[CH:13][C:4]([CH:3]([CH3:15])[C:1]#[N:2])=[CH:5][CH:6]=1)#[N:11]. The catalyst class is: 1. (3) Reactant: CC(OI1(OC(C)=O)(OC(C)=O)OC(=O)C2C=CC=CC1=2)=O.[C:23]([O:27][C:28](=[O:44])[NH:29][CH:30]([CH:33]([C:35]1[O:36][C:37]2[CH:43]=[CH:42][CH:41]=[CH:40][C:38]=2[N:39]=1)[OH:34])[CH2:31][CH3:32])([CH3:26])([CH3:25])[CH3:24]. Product: [C:23]([O:27][C:28](=[O:44])[NH:29][CH:30]([C:33]([C:35]1[O:36][C:37]2[CH:43]=[CH:42][CH:41]=[CH:40][C:38]=2[N:39]=1)=[O:34])[CH2:31][CH3:32])([CH3:24])([CH3:25])[CH3:26]. The catalyst class is: 2. (4) Reactant: [Br:1][C:2]1[CH:3]=[C:4]([CH:15]=[O:16])[N:5]([C:8]2[C:13]([Cl:14])=[CH:12][CH:11]=[CH:10][N:9]=2)[C:6]=1[Br:7].CC(C)=[O:19].[Mn]([O-])(=O)(=O)=O.[K+]. Product: [Br:1][C:2]1[CH:3]=[C:4]([C:15]([OH:19])=[O:16])[N:5]([C:8]2[C:13]([Cl:14])=[CH:12][CH:11]=[CH:10][N:9]=2)[C:6]=1[Br:7]. The catalyst class is: 6. (5) The catalyst class is: 110. Product: [O:27]1[C:23]2[CH:22]=[CH:21][C:20]([C:18](=[O:19])[CH2:17][CH2:16][C:15]([NH:14][C:4]3[CH:3]=[C:2]([C:69]4[CH:70]=[C:65]([CH:66]=[CH:67][CH:68]=4)[C:63]([O:62][CH3:61])=[O:64])[CH:7]=[C:6]([C:8]4[CH:13]=[CH:12][CH:11]=[CH:10][CH:9]=4)[N:5]=3)=[O:29])=[CH:28][C:24]=2[CH2:25][CH2:26]1. Reactant: Cl[C:2]1[CH:7]=[C:6]([C:8]2[CH:13]=[CH:12][CH:11]=[CH:10][CH:9]=2)[N:5]=[C:4]([NH:14][C:15](=[O:29])[CH2:16][CH2:17][C:18]([C:20]2[CH:21]=[CH:22][C:23]3[O:27][CH2:26][CH2:25][C:24]=3[CH:28]=2)=[O:19])[CH:3]=1.C1(C2C=CC=CC=2)C=CC=CC=1P(C1CCCCC1)C1CCCCC1.C(=O)([O-])[O-].[K+].[K+].[CH3:61][O:62][C:63]([C:65]1[CH:66]=[C:67](B(O)O)[CH:68]=[CH:69][CH:70]=1)=[O:64]. (6) Reactant: BrCCCCC(O)=O.C(N(CC)CC)C.C(Cl)(=O)C(C)(C)C.CC[C@H]1OC(=O)[C@H](C)[C@@H]([O:42][C@@H:43]2[O:48][C@@H:47]([CH3:49])[C@H:46]([OH:50])[C@@:45]([O:52][CH3:53])([CH3:51])[CH2:44]2)[C@H](C)[C@@H](O[C@@H]2O[C@H](C)C[C@H](N(C)C)[C@H]2O)[C@@](O)(C)C[C@@H](C)CN(C)[C@H](C)[C@@H](O)[C@@]1(O)C.C([O-])(O)=O.[Na+]. The catalyst class is: 2. Product: [O:42]=[CH:43][CH2:44][C@:45]([C@H:46]([C@H:47]([CH3:49])[OH:48])[OH:50])([O:52][CH3:53])[CH3:51]. (7) Reactant: [CH3:1][CH:2]([CH3:14])[CH:3]([NH:6][C:7](=[O:13])[O:8][C:9]([CH3:12])([CH3:11])[CH3:10])[CH:4]=O.[N+](=[C:17](P(=O)(OC)OC)C(=O)C)=[N-].C(=O)([O-])[O-].[K+].[K+]. Product: [CH3:1][CH:2]([CH3:14])[CH:3]([NH:6][C:7](=[O:13])[O:8][C:9]([CH3:12])([CH3:11])[CH3:10])[C:4]#[CH:17]. The catalyst class is: 5.